Dataset: Forward reaction prediction with 1.9M reactions from USPTO patents (1976-2016). Task: Predict the product of the given reaction. (1) Given the reactants Cl.[Cl:2][C:3]1[CH:4]=[C:5]2[C:9](=[CH:10][CH:11]=1)[NH:8][CH:7]=[C:6]2[CH:12]1[CH2:17][CH2:16][NH:15][CH2:14][CH2:13]1.[F:18][C:19]1[CH:33]=[CH:32][C:31]([F:34])=[CH:30][C:20]=1[CH2:21][C:22]1[O:26][N:25]=[C:24]([C:27](O)=[O:28])[CH:23]=1.CN(C(ON1N=NC2C=CC=NC1=2)=[N+](C)C)C.F[P-](F)(F)(F)(F)F.C(N(CC)C(C)C)(C)C, predict the reaction product. The product is: [Cl:2][C:3]1[CH:4]=[C:5]2[C:9](=[CH:10][CH:11]=1)[NH:8][CH:7]=[C:6]2[CH:12]1[CH2:17][CH2:16][N:15]([C:27]([C:24]2[CH:23]=[C:22]([CH2:21][C:20]3[CH:30]=[C:31]([F:34])[CH:32]=[CH:33][C:19]=3[F:18])[O:26][N:25]=2)=[O:28])[CH2:14][CH2:13]1. (2) Given the reactants Br[C:2]1[C:14]2[C:13]3[C:8](=[CH:9][C:10]([C:15]([OH:18])([CH3:17])[CH3:16])=[CH:11][CH:12]=3)[NH:7][C:6]=2[C:5]([C:19]([NH2:21])=[O:20])=[CH:4][C:3]=1[C:22]#[N:23].[F:24][C:25]1[CH:26]=[CH:27][CH:28]=[C:29]2[C:34]=1[N:33]([CH3:35])[C:32](=[O:36])[N:31]([C:37]1[CH:42]=[CH:41][CH:40]=[C:39](B3OC(C)(C)C(C)(C)O3)[C:38]=1[CH3:52])[C:30]2=[O:53].C([O-])([O-])=O.[Cs+].[Cs+], predict the reaction product. The product is: [C:22]([C:3]1[CH:4]=[C:5]([C:19]([NH2:21])=[O:20])[C:6]2[NH:7][C:8]3[C:13]([C:14]=2[C:2]=1[C:39]1[CH:40]=[CH:41][CH:42]=[C:37]([N:31]2[C:30](=[O:53])[C:29]4[C:34](=[C:25]([F:24])[CH:26]=[CH:27][CH:28]=4)[N:33]([CH3:35])[C:32]2=[O:36])[C:38]=1[CH3:52])=[CH:12][CH:11]=[C:10]([C:15]([OH:18])([CH3:17])[CH3:16])[CH:9]=3)#[N:23]. (3) Given the reactants C(OC([N:11]1[CH2:32][CH2:31][C:14]2([CH:16]([C:17]([N:19]3[CH2:24][CH2:23][N:22]([CH:25]4[CH2:30][CH2:29][CH2:28][CH2:27][CH2:26]4)[CH2:21][CH2:20]3)=[O:18])[CH2:15]2)[CH2:13][CH2:12]1)=O)C1C=CC=CC=1.[H][H], predict the reaction product. The product is: [CH:16]1([C:17]([N:19]2[CH2:24][CH2:23][N:22]([CH:25]3[CH2:26][CH2:27][CH2:28][CH2:29][CH2:30]3)[CH2:21][CH2:20]2)=[O:18])[C:14]2([CH2:31][CH2:32][NH:11][CH2:12][CH2:13]2)[CH2:15]1. (4) Given the reactants C1[C@H](N)[C@@H](O[C@H]2O[C@H](CO)[C@@H](O)[C@H](O)[C@H]2N)[C@H]([O:20][C@@H:21]2[O:25][C@H:24](CO)[C@@H:23](O[C@H]3O[C@@H](CN)[C@@H](O)[C@H](O)[C@H]3N)[C@H:22]2[OH:40])[C@@H](O)[C@@H]1N.OS(O)(=O)=O.[CH2:48]([O:55][C:56]([NH:58][C:59]([N:71]1C=CC=N1)=[N:60][C:61]([O:63][CH2:64][C:65]1[CH:70]=[CH:69][CH:68]=[CH:67][CH:66]=1)=[O:62])=[O:57])[C:49]1[CH:54]=[CH:53][CH:52]=[CH:51][CH:50]=1.CCN(C(C)C)C(C)C, predict the reaction product. The product is: [C:56]([N:58]([CH2:24][CH2:23][C@H:22]([OH:40])[C:21]([OH:25])=[O:20])[C:59]([NH2:71])=[N:60][C:61]([O:63][CH2:64][C:65]1[CH:66]=[CH:67][CH:68]=[CH:69][CH:70]=1)=[O:62])([O:55][CH2:48][C:49]1[CH:50]=[CH:51][CH:52]=[CH:53][CH:54]=1)=[O:57]. (5) Given the reactants C(N(CC)C(C)C)(C)C.[Cl:10][C:11]1[CH:17]=[CH:16][C:14]([NH2:15])=[CH:13][CH:12]=1.F[P-](F)(F)(F)(F)F.N1(OC(N(C)C)=[N+](C)C)C2N=CC=CC=2N=N1.[Si:42]([O:49][CH2:50][CH2:51][NH:52][C:53]1[CH:58]=[CH:57][C:56]([NH:59][C:60]([C:62]2[NH:66][CH:65]=[N:64][C:63]=2[C:67](O)=[O:68])=[O:61])=[CH:55][CH:54]=1)([C:45]([CH3:48])([CH3:47])[CH3:46])([CH3:44])[CH3:43], predict the reaction product. The product is: [Si:42]([O:49][CH2:50][CH2:51][NH:52][C:53]1[CH:58]=[CH:57][C:56]([NH:59][C:60]([C:62]2[NH:66][CH:65]=[N:64][C:63]=2[C:67]([NH:15][C:14]2[CH:16]=[CH:17][C:11]([Cl:10])=[CH:12][CH:13]=2)=[O:68])=[O:61])=[CH:55][CH:54]=1)([C:45]([CH3:48])([CH3:46])[CH3:47])([CH3:44])[CH3:43]. (6) Given the reactants [Cl:1][C:2]1[CH:3]=[C:4]([N+:9]([O-])=O)[CH:5]=[CH:6][C:7]=1F.[NH:12]1[CH2:17][CH2:16][S:15][CH2:14][CH2:13]1.[Cl-].[NH4+].COC(OC)[N:23]([CH3:25])C.Cl.N[OH:30], predict the reaction product. The product is: [OH:30][NH:23][CH:25]=[N:9][C:4]1[CH:5]=[CH:6][C:7]([N:12]2[CH2:17][CH2:16][S:15][CH2:14][CH2:13]2)=[C:2]([Cl:1])[CH:3]=1. (7) Given the reactants [F:1][C:2]1[CH:3]=[CH:4][C:5]([O:39][CH3:40])=[C:6]([C:8]([CH3:38])([CH3:37])[CH2:9][C:10]([OH:36])([C:32]([F:35])([F:34])[F:33])[CH2:11][NH:12][C:13]2[CH:21]=[C:20]([CH3:22])[CH:19]=[C:18]3[C:14]=2[CH:15]=[N:16][N:17]3[C:23]2[CH:24]=[C:25]([CH:29]=[CH:30][CH:31]=2)[C:26](O)=[O:27])[CH:7]=1.[CH3:41][NH:42][C:43](=[O:46])[CH2:44][NH2:45], predict the reaction product. The product is: [F:1][C:2]1[CH:3]=[CH:4][C:5]([O:39][CH3:40])=[C:6]([C:8]([CH3:37])([CH3:38])[CH2:9][C:10]([OH:36])([C:32]([F:34])([F:35])[F:33])[CH2:11][NH:12][C:13]2[CH:21]=[C:20]([CH3:22])[CH:19]=[C:18]3[C:14]=2[CH:15]=[N:16][N:17]3[C:23]2[CH:24]=[C:25]([CH:29]=[CH:30][CH:31]=2)[C:26]([NH:45][CH2:44][C:43]([NH:42][CH3:41])=[O:46])=[O:27])[CH:7]=1. (8) The product is: [C:1]([O:5][C:6]([N:8]1[CH2:13][C:12]([C:14]2[C:23]3[C:18](=[N:19][N:20]=[C:21]4[NH:26][CH:25]=[CH:24][C:22]4=3)[N:17]=[CH:16][CH:15]=2)=[CH:11][CH2:10][CH2:9]1)=[O:7])([CH3:4])([CH3:2])[CH3:3]. Given the reactants [C:1]([O:5][C:6]([N:8]1[CH2:13][C:12]([C:14]2[C:23]3[C:18](=[N:19][N:20]=[C:21]4[N:26](S(C5C=CC=CC=5)(=O)=O)[CH:25]=[CH:24][C:22]4=3)[N:17]=[CH:16][CH:15]=2)=[CH:11][CH2:10][CH2:9]1)=[O:7])([CH3:4])([CH3:3])[CH3:2].[OH-].[Na+], predict the reaction product. (9) The product is: [CH2:34]([NH:36][C:4](=[O:6])[C:3]1[CH:7]=[CH:8][C:9]([C:11]2[N:16]=[C:15]3[N:17]([C:20]([C:23]4[CH:24]=[C:25]5[C:30](=[CH:31][CH:32]=4)[N:29]=[CH:28][CH:27]=[CH:26]5)([CH3:21])[CH3:22])[N:18]=[N:19][C:14]3=[CH:13][CH:12]=2)=[CH:10][C:2]=1[F:1])[CH3:35]. Given the reactants [F:1][C:2]1[CH:10]=[C:9]([C:11]2[N:16]=[C:15]3[N:17]([C:20]([C:23]4[CH:24]=[C:25]5[C:30](=[CH:31][CH:32]=4)[N:29]=[CH:28][CH:27]=[CH:26]5)([CH3:22])[CH3:21])[N:18]=[N:19][C:14]3=[CH:13][CH:12]=2)[CH:8]=[CH:7][C:3]=1[C:4]([OH:6])=O.Cl.[CH2:34]([NH2:36])[CH3:35], predict the reaction product. (10) Given the reactants [CH3:1][C:2]1([CH3:33])[CH2:11][CH:10]=[C:9]([C:12]2[CH:17]=[CH:16][C:15]([CH2:18][CH3:19])=[CH:14][CH:13]=2)[C:8]2[CH:7]=[C:6]([C:20]#[C:21][C:22]3[CH:32]=[CH:31][C:25]([C:26]([O:28]CC)=[O:27])=[CH:24][CH:23]=3)[CH:5]=[CH:4][C:3]1=2.[OH-].[Na+].Cl, predict the reaction product. The product is: [CH3:33][C:2]1([CH3:1])[CH2:11][CH:10]=[C:9]([C:12]2[CH:17]=[CH:16][C:15]([CH2:18][CH3:19])=[CH:14][CH:13]=2)[C:8]2[CH:7]=[C:6]([C:20]#[C:21][C:22]3[CH:23]=[CH:24][C:25]([C:26]([OH:28])=[O:27])=[CH:31][CH:32]=3)[CH:5]=[CH:4][C:3]1=2.